This data is from Reaction yield outcomes from USPTO patents with 853,638 reactions. The task is: Predict the reaction yield, written as a fraction of the theoretical maximum amount of product (1.0 means a 100% yield; for example, 0.34 means a 34% yield). (1) The reactants are [C:1]1([C:7]2[C:11]([C:12]3[CH:17]=[CH:16][CH:15]=[CH:14][CH:13]=3)=[C:10]([C:18](O)=[O:19])[S:9][C:8]=2[C:21](O)=[O:22])[CH:6]=[CH:5][CH:4]=[CH:3][CH:2]=1.CO.Cl. The catalyst is O1CCCC1. The product is [C:12]1([C:11]2[C:7]([C:1]3[CH:2]=[CH:3][CH:4]=[CH:5][CH:6]=3)=[C:8]([CH2:21][OH:22])[S:9][C:10]=2[CH2:18][OH:19])[CH:13]=[CH:14][CH:15]=[CH:16][CH:17]=1. The yield is 0.650. (2) The reactants are [Br:1][C:2]1[CH:7]=[CH:6][NH:5][C:4](=[O:8])[CH:3]=1.C([O-])([O-])=O.[K+].[K+].I[CH2:16][CH2:17][OH:18]. The catalyst is C1COCC1. The product is [Br:1][C:2]1[CH:7]=[CH:6][N:5]([CH2:16][CH2:17][OH:18])[C:4](=[O:8])[CH:3]=1. The yield is 0.0700. (3) The reactants are [CH3:1][P:2](=[O:7])([CH:5]=[CH2:6])[CH:3]=[CH2:4].[C:8]([N:15]1[CH2:20][CH2:19][CH:18]([NH2:21])[CH2:17][CH2:16]1)([O:10][C:11]([CH3:14])([CH3:13])[CH3:12])=[O:9]. The catalyst is C1COCC1.O. The product is [CH3:1][P:2]1(=[O:7])[CH2:5][CH2:6][N:21]([CH:18]2[CH2:17][CH2:16][N:15]([C:8]([O:10][C:11]([CH3:14])([CH3:13])[CH3:12])=[O:9])[CH2:20][CH2:19]2)[CH2:4][CH2:3]1. The yield is 0.380. (4) The reactants are Cl[CH2:2][CH2:3][O:4][C:5]1[CH:14]=[C:13]2[C:8]([C:9]([O:15][C:16]3[CH:21]=[CH:20][C:19]([CH3:22])=[CH:18][C:17]=3[C:23]([C:25]3[CH:30]=[CH:29][CH:28]=[CH:27][CH:26]=3)=[O:24])=[CH:10][CH:11]=[N:12]2)=[CH:7][C:6]=1[O:31][CH3:32].[NH:33]1[CH:37]=[CH:36][N:35]=[CH:34]1.[C:38](=O)([O-])[O-:39].[K+].[K+].O. The catalyst is CN(C)C=O. The product is [N:33]1([C:38]([CH2:2][CH2:3][O:4][C:5]2[CH:14]=[C:13]3[C:8]([C:9]([O:15][C:16]4[CH:21]=[CH:20][C:19]([CH3:22])=[CH:18][C:17]=4[C:23]([C:25]4[CH:30]=[CH:29][CH:28]=[CH:27][CH:26]=4)=[O:24])=[CH:10][CH:11]=[N:12]3)=[CH:7][C:6]=2[O:31][CH3:32])=[O:39])[CH:37]=[CH:36][N:35]=[CH:34]1. The yield is 0.630. (5) The reactants are [F:1][C:2]([F:10])([F:9])[C:3]([C:5]([F:8])([F:7])[F:6])=[O:4].C=CC.Cl.[CH3:15][CH2:16][CH2:17][CH2:18]C. The catalyst is [Cl-].[Cl-].[Cl-].[Al+3]. The product is [F:1][C:2]([F:10])([F:9])[C:3]([C:5]([F:8])([F:7])[F:6])([OH:4])[CH2:15][CH:16]=[CH:17][CH3:18]. The yield is 0.700. (6) The reactants are [F:1][C:2]1[CH:20]=[CH:19][C:5]([CH2:6][NH:7][C@H:8]2[C@H:13]3[CH2:14][C@H:10]([CH2:11][CH2:12]3)[C@H:9]2[C:15](OC)=[O:16])=[CH:4][C:3]=1[CH3:21].[CH3:22][S:23]([NH:26][C:27]1[CH:42]=[CH:41][C:30]2[NH:31][C:32]([CH2:37][C:38](O)=[O:39])=[N:33][S:34](=[O:36])(=[O:35])[C:29]=2[CH:28]=1)(=[O:25])=[O:24].CN1CCOCC1.Cl.CN(C)CCCN=C=NCC.C(N(CC)CC)C. The catalyst is CN(C)C=O.C(OCC)(=O)C. The product is [F:1][C:2]1[CH:20]=[CH:19][C:5]([CH2:6][N:7]2[C:38](=[O:39])[C:37]([C:32]3[NH:31][C:30]4[CH:41]=[CH:42][C:27]([NH:26][S:23]([CH3:22])(=[O:25])=[O:24])=[CH:28][C:29]=4[S:34](=[O:36])(=[O:35])[N:33]=3)=[C:15]([OH:16])[C@H:9]3[C@@H:8]2[C@H:13]2[CH2:14][C@@H:10]3[CH2:11][CH2:12]2)=[CH:4][C:3]=1[CH3:21]. The yield is 0.680. (7) The reactants are [Cl:1][C:2]1[CH:10]=[C:9]2[C:5]([C:6]([C:12]3[N:13]=[C:14]4[C:20]([C:21](O)=[O:22])=[CH:19][N:18]([CH2:24][O:25][CH2:26][CH2:27][Si:28]([CH3:31])([CH3:30])[CH3:29])[C:15]4=[N:16][CH:17]=3)=[N:7][N:8]2[CH3:11])=[CH:4][CH:3]=1.[NH2:32][C@H:33]([CH3:36])[CH2:34][OH:35].CN(C(ON1N=NC2C=CC=CC1=2)=[N+](C)C)C.F[P-](F)(F)(F)(F)F.C1C=CC2N(O)N=NC=2C=1.C(N(CC)C(C)C)(C)C. The catalyst is CN(C=O)C. The product is [OH:35][CH2:34][C@H:33]([NH:32][C:21]([C:20]1[C:14]2[C:15](=[N:16][CH:17]=[C:12]([C:6]3[C:5]4[C:9](=[CH:10][C:2]([Cl:1])=[CH:3][CH:4]=4)[N:8]([CH3:11])[N:7]=3)[N:13]=2)[N:18]([CH2:24][O:25][CH2:26][CH2:27][Si:28]([CH3:29])([CH3:31])[CH3:30])[CH:19]=1)=[O:22])[CH3:36]. The yield is 0.650.